From a dataset of Full USPTO retrosynthesis dataset with 1.9M reactions from patents (1976-2016). Predict the reactants needed to synthesize the given product. (1) Given the product [C:1]([CH2:3][CH:4]([NH:15][C:16]([C:17]1[CH:22]=[C:21]([C:39]2[CH:38]=[CH:37][C:36]([N:30]3[CH2:31][CH2:32][O:33][CH2:34][CH2:35]3)=[CH:41][CH:40]=2)[CH:20]=[CH:19][C:18]=1[O:24][C:25]([F:28])([F:27])[F:26])=[O:29])[CH2:5][C:6]1[C:14]2[C:9](=[CH:10][CH:11]=[CH:12][CH:13]=2)[NH:8][CH:7]=1)#[N:2], predict the reactants needed to synthesize it. The reactants are: [C:1]([CH2:3][CH:4]([NH:15][C:16](=[O:29])[C:17]1[CH:22]=[C:21](Br)[CH:20]=[CH:19][C:18]=1[O:24][C:25]([F:28])([F:27])[F:26])[CH2:5][C:6]1[C:14]2[C:9](=[CH:10][CH:11]=[CH:12][CH:13]=2)[NH:8][CH:7]=1)#[N:2].[N:30]1([C:36]2[CH:41]=[CH:40][C:39](B(O)O)=[CH:38][CH:37]=2)[CH2:35][CH2:34][O:33][CH2:32][CH2:31]1.C([O-])([O-])=O.[K+].[K+]. (2) Given the product [Cl:8][C:9]1[N:13]=[CH:12][N:11]([C:14]2[CH:19]=[CH:18][C:17]([NH:20][C:21]3[N:37]=[C:24]4[C@@H:25]([C:30]5[CH:35]=[CH:34][C:33]([F:36])=[CH:32][CH:31]=5)[CH2:26][CH2:27][CH2:28][CH2:29][N:23]4[N:22]=3)=[CH:16][C:15]=2[O:38][CH3:39])[N:10]=1, predict the reactants needed to synthesize it. The reactants are: FC(F)(F)C(O)=O.[Cl:8][C:9]1[N:13]=[CH:12][N:11]([C:14]2[CH:19]=[CH:18][C:17]([NH:20][C:21]3[N:37]=[C:24]4[CH:25]([C:30]5[CH:35]=[CH:34][C:33]([F:36])=[CH:32][CH:31]=5)[CH2:26][CH2:27][CH2:28][CH2:29][N:23]4[N:22]=3)=[CH:16][C:15]=2[O:38][CH3:39])[N:10]=1.CO. (3) Given the product [S:14](=[O:15])([OH:17])[OH:16].[CH3:1][O:2][C:3]1[CH:12]=[C:11]2[C:6]([CH2:7][CH2:8][C:9](=[O:13])[CH2:10]2)=[CH:5][CH:4]=1, predict the reactants needed to synthesize it. The reactants are: [CH3:1][O:2][C:3]1[CH:12]=[C:11]2[C:6]([CH2:7][CH2:8][C:9](=[O:13])[CH2:10]2)=[CH:5][CH:4]=1.[S:14](=[O:17])([OH:16])[O-:15].[Na+]. (4) Given the product [ClH:2].[ClH:1].[NH2:36][CH2:35][CH2:34][N:20]([CH:21]1[CH2:26][CH2:25][N:24]([C:27]2[CH:32]=[CH:31][N:30]=[C:29]([CH3:33])[CH:28]=2)[CH2:23][CH2:22]1)[C:18](=[O:19])[CH2:17][CH2:16][S:13]([C:8]1[CH:7]=[CH:6][C:5]2[C:10](=[CH:11][CH:12]=[C:3]([Cl:2])[CH:4]=2)[CH:9]=1)(=[O:15])=[O:14], predict the reactants needed to synthesize it. The reactants are: [ClH:1].[Cl:2][C:3]1[CH:4]=[C:5]2[C:10](=[CH:11][CH:12]=1)[CH:9]=[C:8]([S:13]([CH2:16][CH2:17][C:18]([N:20]([CH2:34][CH2:35][NH:36]C(=O)OC(C)(C)C)[CH:21]1[CH2:26][CH2:25][N:24]([C:27]3[CH:32]=[CH:31][N:30]=[C:29]([CH3:33])[CH:28]=3)[CH2:23][CH2:22]1)=[O:19])(=[O:15])=[O:14])[CH:7]=[CH:6]2. (5) Given the product [OH2:2].[ClH:1].[OH:39][C:40]([C:72]1[CH:73]=[CH:74][CH:75]=[CH:76][CH:77]=1)([C:66]1[CH:67]=[CH:68][CH:69]=[CH:70][CH:71]=1)[CH:41]1[CH2:46][CH2:45][N:44]([CH2:47][CH2:48][CH2:49][CH:50]([C:52]2[CH:57]=[CH:56][C:55]([C:58]([CH3:65])([CH3:64])[C:59]([OH:61])=[O:60])=[CH:54][CH:53]=2)[OH:51])[CH2:43][CH2:42]1, predict the reactants needed to synthesize it. The reactants are: [ClH:1].[OH:2]C(C1C=CC=CC=1)(C1C=CC=CC=1)C1CCN(CCCC(C2C=CC(C(C)(C)C(O)=O)=CC=2)O)CC1.[OH:39][C:40]([C:72]1[CH:77]=[CH:76][CH:75]=[CH:74][CH:73]=1)([C:66]1[CH:71]=[CH:70][CH:69]=[CH:68][CH:67]=1)[CH:41]1[CH2:46][CH2:45][N:44]([CH2:47][CH2:48][CH2:49][C:50]([C:52]2[CH:57]=[CH:56][C:55]([C:58]([CH3:65])([CH3:64])[C:59]([O:61]CC)=[O:60])=[CH:54][CH:53]=2)=[O:51])[CH2:43][CH2:42]1.[OH-].[Na+].[BH4-].[Na+].CC(C)=O.Cl. (6) Given the product [CH2:1]([N:8]1[C:16]2[C:11](=[CH:12][C:13]([C:17]3[CH:18]=[CH:19][C:20]([O:21][CH2:22][C:23]4[NH:31][N:30]=[N:29][N:24]=4)=[CH:25][CH:26]=3)=[CH:14][CH:15]=2)[C:10]([CH3:27])=[C:9]1[CH3:28])[C:2]1[CH:3]=[CH:4][CH:5]=[CH:6][CH:7]=1, predict the reactants needed to synthesize it. The reactants are: [CH2:1]([N:8]1[C:16]2[C:11](=[CH:12][C:13]([C:17]3[CH:26]=[CH:25][C:20]([O:21][CH2:22][C:23]#[N:24])=[CH:19][CH:18]=3)=[CH:14][CH:15]=2)[C:10]([CH3:27])=[C:9]1[CH3:28])[C:2]1[CH:7]=[CH:6][CH:5]=[CH:4][CH:3]=1.[N-:29]=[N+:30]=[N-:31].[Na+].[NH4+].[Cl-]. (7) Given the product [Br:13][C:14]1[CH:15]=[C:16]2[C:22]([C:10](=[O:11])[CH2:9][C:3]3[CH:4]=[CH:5][CH:6]=[C:7]([F:8])[C:2]=3[F:1])=[CH:21][NH:20][C:17]2=[N:18][CH:19]=1, predict the reactants needed to synthesize it. The reactants are: [F:1][C:2]1[C:7]([F:8])=[CH:6][CH:5]=[CH:4][C:3]=1[CH2:9][C:10](Cl)=[O:11].[Br:13][C:14]1[CH:15]=[C:16]2[CH:22]=[CH:21][NH:20][C:17]2=[N:18][CH:19]=1.[Al+3].[Cl-].[Cl-].[Cl-]. (8) Given the product [CH:2]1([C:5]2[N:7]=[C:16]([OH:15])[CH:17]=[C:18]([C:19]([F:24])([F:25])[C:20]([F:21])([F:22])[F:23])[N:6]=2)[CH2:4][CH2:3]1, predict the reactants needed to synthesize it. The reactants are: Cl.[CH:2]1([C:5]([NH2:7])=[NH:6])[CH2:4][CH2:3]1.C(=O)([O-])O.[Na+].C([O:15][C:16](=O)[CH2:17][C:18](=O)[C:19]([F:25])([F:24])[C:20]([F:23])([F:22])[F:21])C. (9) Given the product [CH3:29][O:30][CH2:31][CH2:32][NH:33][C:11]([C:9]1[CH:8]=[CH:7][C:6]2[N:2]([CH3:1])[C:3]([NH:14][C:15]3[S:16][C:17]4[CH:23]=[C:22]([O:24][C:25]([F:27])([F:28])[F:26])[CH:21]=[CH:20][C:18]=4[N:19]=3)=[N:4][C:5]=2[CH:10]=1)=[O:13], predict the reactants needed to synthesize it. The reactants are: [CH3:1][N:2]1[C:6]2[CH:7]=[CH:8][C:9]([C:11]([OH:13])=O)=[CH:10][C:5]=2[N:4]=[C:3]1[NH:14][C:15]1[S:16][C:17]2[CH:23]=[C:22]([O:24][C:25]([F:28])([F:27])[F:26])[CH:21]=[CH:20][C:18]=2[N:19]=1.[CH3:29][O:30][CH2:31][CH2:32][NH2:33].C1C=CC(P(N=[N+]=[N-])(C2C=CC=CC=2)=O)=CC=1.CCN(C(C)C)C(C)C. (10) Given the product [NH2:1][C:2]1[N:7]=[C:6]([C:8]#[N:9])[C:5]([C:10]2[CH:15]=[CH:14][C:13]([C:27]3[C:28]([S:37]([NH:40][CH2:41][CH3:42])(=[O:39])=[O:38])=[CH:29][C:30]([C:33]([F:36])([F:34])[F:35])=[CH:31][CH:32]=3)=[CH:12][C:11]=2[F:25])=[N:4][CH:3]=1, predict the reactants needed to synthesize it. The reactants are: [NH2:1][C:2]1[N:7]=[C:6]([C:8]#[N:9])[C:5]([C:10]2[CH:15]=[CH:14][C:13](B3OC(C)(C)C(C)(C)O3)=[CH:12][C:11]=2[F:25])=[N:4][CH:3]=1.Br[C:27]1[CH:32]=[CH:31][C:30]([C:33]([F:36])([F:35])[F:34])=[CH:29][C:28]=1[S:37]([NH:40][CH2:41][CH3:42])(=[O:39])=[O:38].